Dataset: Full USPTO retrosynthesis dataset with 1.9M reactions from patents (1976-2016). Task: Predict the reactants needed to synthesize the given product. (1) Given the product [CH:24]1([N:22]2[CH:23]=[C:19]([CH2:18][O:17][C:13]3[CH:12]=[C:11]4[C:16](=[CH:15][CH:14]=3)[NH:8][CH2:9][CH2:10]4)[C:20]([C:30]([F:33])([F:31])[F:32])=[N:21]2)[CH2:29][CH2:28][CH2:27][CH2:26][CH2:25]1, predict the reactants needed to synthesize it. The reactants are: C(OC([N:8]1[C:16]2[C:11](=[CH:12][C:13]([O:17][CH2:18][C:19]3[C:20]([C:30]([F:33])([F:32])[F:31])=[N:21][N:22]([CH:24]4[CH2:29][CH2:28][CH2:27][CH2:26][CH2:25]4)[CH:23]=3)=[CH:14][CH:15]=2)[CH2:10][CH2:9]1)=O)(C)(C)C. (2) Given the product [F:11][C:4]1[CH:5]=[C:6]2[C:10](=[C:2]([CH:21]=[O:22])[CH:3]=1)[NH:9][N:8]=[CH:7]2, predict the reactants needed to synthesize it. The reactants are: Br[C:2]1[CH:3]=[C:4]([F:11])[CH:5]=[C:6]2[C:10]=1[NH:9][N:8]=[CH:7]2.[H-].[Na+].C([Li])(C)(C)C.CN(C)[CH:21]=[O:22]. (3) Given the product [Br:8][C:9]1[CH:15]=[CH:14][C:12]([Cl:21])=[C:11]([O:16][C:17]([F:20])([F:19])[F:18])[CH:10]=1, predict the reactants needed to synthesize it. The reactants are: N(OC(C)(C)C)=O.[Br:8][C:9]1[CH:15]=[CH:14][C:12](N)=[C:11]([O:16][C:17]([F:20])([F:19])[F:18])[CH:10]=1.[ClH:21]. (4) Given the product [NH2:26][C:27]1[O:9][C:10]([C:20]2[CH:21]=[CH:22][N:23]=[CH:24][CH:25]=2)=[C:11]([C:13]2[CH:14]=[CH:15][C:16]([F:19])=[CH:17][CH:18]=2)[N:28]=1, predict the reactants needed to synthesize it. The reactants are: C([O:9][CH:10]([C:20]1[CH:25]=[CH:24][N:23]=[CH:22][CH:21]=1)[C:11]([C:13]1[CH:18]=[CH:17][C:16]([F:19])=[CH:15][CH:14]=1)=O)(=O)C1C=CC=CC=1.[N:26]#[C:27][NH2:28].[OH-].[K+]. (5) Given the product [CH3:15][N:14]1[C:10]([N:1]2[CH2:7][CH2:6][CH2:5][CH2:4][CH2:3][C:2]2=[O:8])=[C:11]([N+:16]([O-:18])=[O:17])[CH:12]=[N:13]1, predict the reactants needed to synthesize it. The reactants are: [NH:1]1[CH2:7][CH2:6][CH2:5][CH2:4][CH2:3][C:2]1=[O:8].Br[C:10]1[N:14]([CH3:15])[N:13]=[CH:12][C:11]=1[N+:16]([O-:18])=[O:17].CC1(C)C2C(=C(P(C3C=CC=CC=3)C3C=CC=CC=3)C=CC=2)OC2C(P(C3C=CC=CC=3)C3C=CC=CC=3)=CC=CC1=2.C(=O)([O-])[O-].[Cs+].[Cs+].